Dataset: Forward reaction prediction with 1.9M reactions from USPTO patents (1976-2016). Task: Predict the product of the given reaction. Given the reactants [CH2:1]([O:19][C@H:20]1[C@H:24]([O:25][CH2:26][CH2:27][CH2:28][CH2:29][CH2:30][CH2:31][CH2:32][CH2:33]/[CH:34]=[CH:35]\[CH2:36]/[CH:37]=[CH:38]\[CH2:39][CH2:40][CH2:41][CH2:42][CH3:43])[CH2:23][NH:22][CH2:21]1)[CH2:2][CH2:3][CH2:4][CH2:5][CH2:6][CH2:7][CH2:8]/[CH:9]=[CH:10]\[CH2:11]/[CH:12]=[CH:13]\[CH2:14][CH2:15][CH2:16][CH2:17][CH3:18].C=O.[C:46](O[BH-](OC(=O)C)OC(=O)C)(=O)C.[Na+], predict the reaction product. The product is: [CH3:46][N:22]1[CH2:23][C@@H:24]([O:25][CH2:26][CH2:27][CH2:28][CH2:29][CH2:30][CH2:31][CH2:32][CH2:33]/[CH:34]=[CH:35]\[CH2:36]/[CH:37]=[CH:38]\[CH2:39][CH2:40][CH2:41][CH2:42][CH3:43])[C@H:20]([O:19][CH2:1][CH2:2][CH2:3][CH2:4][CH2:5][CH2:6][CH2:7][CH2:8]/[CH:9]=[CH:10]\[CH2:11]/[CH:12]=[CH:13]\[CH2:14][CH2:15][CH2:16][CH2:17][CH3:18])[CH2:21]1.